From a dataset of NCI-60 drug combinations with 297,098 pairs across 59 cell lines. Regression. Given two drug SMILES strings and cell line genomic features, predict the synergy score measuring deviation from expected non-interaction effect. (1) Drug 1: CC1=C(C=C(C=C1)NC2=NC=CC(=N2)N(C)C3=CC4=NN(C(=C4C=C3)C)C)S(=O)(=O)N.Cl. Drug 2: CCC1(CC2CC(C3=C(CCN(C2)C1)C4=CC=CC=C4N3)(C5=C(C=C6C(=C5)C78CCN9C7C(C=CC9)(C(C(C8N6C)(C(=O)OC)O)OC(=O)C)CC)OC)C(=O)OC)O.OS(=O)(=O)O. Cell line: 786-0. Synergy scores: CSS=49.1, Synergy_ZIP=10.5, Synergy_Bliss=12.8, Synergy_Loewe=-20.4, Synergy_HSA=12.5. (2) Drug 1: COC1=C2C(=CC3=C1OC=C3)C=CC(=O)O2. Drug 2: CC1C(C(CC(O1)OC2CC(CC3=C2C(=C4C(=C3O)C(=O)C5=CC=CC=C5C4=O)O)(C(=O)C)O)N)O. Cell line: OVCAR-5. Synergy scores: CSS=33.8, Synergy_ZIP=-5.21, Synergy_Bliss=-4.63, Synergy_Loewe=-4.71, Synergy_HSA=-0.675. (3) Drug 1: CC1=C2C(C(=O)C3(C(CC4C(C3C(C(C2(C)C)(CC1OC(=O)C(C(C5=CC=CC=C5)NC(=O)OC(C)(C)C)O)O)OC(=O)C6=CC=CC=C6)(CO4)OC(=O)C)O)C)O. Drug 2: CN1C2=C(C=C(C=C2)N(CCCl)CCCl)N=C1CCCC(=O)O.Cl. Cell line: UO-31. Synergy scores: CSS=0.993, Synergy_ZIP=-0.614, Synergy_Bliss=-0.670, Synergy_Loewe=1.92, Synergy_HSA=-0.280. (4) Drug 2: C1CN(CCN1C(=O)CCBr)C(=O)CCBr. Cell line: BT-549. Drug 1: CC=C1C(=O)NC(C(=O)OC2CC(=O)NC(C(=O)NC(CSSCCC=C2)C(=O)N1)C(C)C)C(C)C. Synergy scores: CSS=46.4, Synergy_ZIP=-2.03, Synergy_Bliss=1.22, Synergy_Loewe=-10.2, Synergy_HSA=2.86. (5) Drug 1: C1CCN(CC1)CCOC2=CC=C(C=C2)C(=O)C3=C(SC4=C3C=CC(=C4)O)C5=CC=C(C=C5)O. Cell line: NCI-H460. Drug 2: CNC(=O)C1=NC=CC(=C1)OC2=CC=C(C=C2)NC(=O)NC3=CC(=C(C=C3)Cl)C(F)(F)F. Synergy scores: CSS=22.3, Synergy_ZIP=-1.90, Synergy_Bliss=-0.849, Synergy_Loewe=-7.73, Synergy_HSA=-8.41. (6) Drug 1: CNC(=O)C1=NC=CC(=C1)OC2=CC=C(C=C2)NC(=O)NC3=CC(=C(C=C3)Cl)C(F)(F)F. Drug 2: C1CN(CCN1C(=O)CCBr)C(=O)CCBr. Cell line: OVCAR3. Synergy scores: CSS=1.92, Synergy_ZIP=0.631, Synergy_Bliss=1.78, Synergy_Loewe=-13.0, Synergy_HSA=-6.76. (7) Drug 1: C1CN1C2=NC(=NC(=N2)N3CC3)N4CC4. Drug 2: CN(C)C1=NC(=NC(=N1)N(C)C)N(C)C. Cell line: U251. Synergy scores: CSS=35.7, Synergy_ZIP=-0.246, Synergy_Bliss=-2.37, Synergy_Loewe=-2.67, Synergy_HSA=-2.41.